The task is: Predict the product of the given reaction.. This data is from Forward reaction prediction with 1.9M reactions from USPTO patents (1976-2016). (1) Given the reactants CO[C:3](=[O:18])[C:4]([C:8](=[O:17])[C:9]1[CH:14]=[CH:13][C:12]([CH3:15])=[C:11]([CH3:16])[CH:10]=1)=[CH:5]OC.[CH3:19][C:20]1[CH:25]=[CH:24][N:23]=[CH:22][C:21]=1[NH2:26], predict the reaction product. The product is: [CH3:16][C:11]1[CH:10]=[C:9]([CH:14]=[CH:13][C:12]=1[CH3:15])[C:8]([C:4]1[C:3](=[O:18])[C:22]2[C:21](=[C:20]([CH3:19])[CH:25]=[CH:24][N:23]=2)[NH:26][CH:5]=1)=[O:17]. (2) Given the reactants C([O:8][C:9]1[CH:10]=[C:11]([C:15]2[CH:20]=[CH:19][CH:18]=[C:17]([CH2:21][CH2:22][CH2:23][OH:24])[CH:16]=2)[CH:12]=[CH:13][CH:14]=1)C1C=CC=CC=1, predict the reaction product. The product is: [OH:24][CH2:23][CH2:22][CH2:21][C:17]1[CH:16]=[C:15]([C:11]2[CH:12]=[CH:13][CH:14]=[C:9]([OH:8])[CH:10]=2)[CH:20]=[CH:19][CH:18]=1. (3) Given the reactants [Cl:1][C:2]1[CH:21]=[CH:20][C:19]([C:22]2[C:27]([N+:28]([O-])=O)=[CH:26][CH:25]=[CH:24][N:23]=2)=[CH:18][C:3]=1[C:4]([NH:6][CH2:7][C:8]12[CH2:17][CH:12]3[CH2:13][CH:14]([CH2:16][CH:10]([CH2:11]3)[CH2:9]1)[CH2:15]2)=[O:5].[Cl-].[NH4+].C(O)C, predict the reaction product. The product is: [NH2:28][C:27]1[C:22]([C:19]2[CH:20]=[CH:21][C:2]([Cl:1])=[C:3]([CH:18]=2)[C:4]([NH:6][CH2:7][C:8]23[CH2:15][CH:14]4[CH2:13][CH:12]([CH2:11][CH:10]([CH2:16]4)[CH2:9]2)[CH2:17]3)=[O:5])=[N:23][CH:24]=[CH:25][CH:26]=1. (4) Given the reactants [C:1]1([C:7]([CH3:12])([OH:11])[C:8]([OH:10])=[O:9])[CH:6]=[CH:5][CH:4]=[CH:3][CH:2]=1.C1(NCC(O)=O)C=CC=CC=1.ClC1C=CC=CC=1C(O)C(O)=O, predict the reaction product. The product is: [C:1]1([C@:7]([CH3:12])([OH:11])[C:8]([OH:10])=[O:9])[CH:6]=[CH:5][CH:4]=[CH:3][CH:2]=1. (5) Given the reactants [CH3:1][C:2]1([CH3:17])[C:10]2[C:5](=[CH:6][C:7]([N:11]3[CH2:16][CH2:15][O:14][CH2:13][CH2:12]3)=[CH:8][CH:9]=2)[NH:4][CH2:3]1.[Cl:18][C:19]1[CH:28]=[CH:27][C:26]2[N:25]=[C:24]3[C:29]([CH3:33])([CH3:32])[CH2:30][CH2:31][C:23]3=[C:22](Cl)[C:21]=2[CH:20]=1.C(=O)([O-])[O-].[Cs+].[Cs+].C1C=CC(P(C2C(C3C(P(C4C=CC=CC=4)C4C=CC=CC=4)=CC=C4C=3C=CC=C4)=C3C(C=CC=C3)=CC=2)C2C=CC=CC=2)=CC=1, predict the reaction product. The product is: [Cl:18][C:19]1[CH:28]=[CH:27][C:26]2[N:25]=[C:24]3[C:29]([CH3:33])([CH3:32])[CH2:30][CH2:31][C:23]3=[C:22]([N:4]3[C:5]4[C:10](=[CH:9][CH:8]=[C:7]([N:11]5[CH2:16][CH2:15][O:14][CH2:13][CH2:12]5)[CH:6]=4)[C:2]([CH3:17])([CH3:1])[CH2:3]3)[C:21]=2[CH:20]=1. (6) Given the reactants F[C:2]1[C:3]([C:10]([F:13])([F:12])[F:11])=[C:4]([CH:7]=[CH:8][CH:9]=1)[C:5]#[N:6].[CH:14]([NH2:18])([CH2:16][CH3:17])[CH3:15], predict the reaction product. The product is: [CH:14]([NH:18][C:9]1[CH:8]=[CH:7][C:4]([C:5]#[N:6])=[C:3]([C:10]([F:13])([F:12])[F:11])[CH:2]=1)([CH2:16][CH3:17])[CH3:15].